This data is from Peptide-MHC class I binding affinity with 185,985 pairs from IEDB/IMGT. The task is: Regression. Given a peptide amino acid sequence and an MHC pseudo amino acid sequence, predict their binding affinity value. This is MHC class I binding data. The peptide sequence is VPVHLCNLI. The MHC is HLA-A24:02 with pseudo-sequence HLA-A24:02. The binding affinity (normalized) is 0.201.